This data is from Full USPTO retrosynthesis dataset with 1.9M reactions from patents (1976-2016). The task is: Predict the reactants needed to synthesize the given product. (1) Given the product [C:1]([N:5]1[C:29](=[O:30])[C:28]2[N:13]3[CH2:14][CH2:15][C:16]4[CH:17]=[C:18]([O:26][CH3:27])[C:19]([O:22][CH:23]([CH3:25])[CH3:24])=[CH:20][C:21]=4[C:12]3=[C:11]([C:40]3[CH:39]=[N:38][CH:43]=[CH:42][CH:41]=3)[C:10]=2[CH2:9][O:8][CH2:7][CH2:6]1)([CH3:4])([CH3:3])[CH3:2], predict the reactants needed to synthesize it. The reactants are: [C:1]([N:5]1[C:29](=[O:30])[C:28]2[N:13]3[CH2:14][CH2:15][C:16]4[CH:17]=[C:18]([O:26][CH3:27])[C:19]([O:22][CH:23]([CH3:25])[CH3:24])=[CH:20][C:21]=4[C:12]3=[C:11](Br)[C:10]=2[CH2:9][O:8][CH2:7][CH2:6]1)([CH3:4])([CH3:3])[CH3:2].C([O-])([O-])=O.[K+].[K+].[N:38]1[CH:43]=[CH:42][CH:41]=[C:40](B(O)O)[CH:39]=1.[OH-].[Na+]. (2) Given the product [F:1][C:2]1[CH:22]=[CH:21][C:5]2[C:6]([CH3:20])=[C:7]([CH:9]([CH2:16][CH2:17][CH2:18][CH3:19])[CH2:10][C:11]([O:13][CH2:14][CH3:15])=[O:12])[S:8][C:4]=2[CH:3]=1, predict the reactants needed to synthesize it. The reactants are: [F:1][C:2]1[CH:22]=[CH:21][C:5]2[C:6]([CH3:20])=[C:7]([C:9]([CH2:16][CH2:17][CH2:18][CH3:19])=[CH:10][C:11]([O:13][CH2:14][CH3:15])=[O:12])[S:8][C:4]=2[CH:3]=1. (3) Given the product [Br:1][C:2]1[C:11]([N:12]([CH2:19][CH3:20])[CH:13]2[CH2:18][CH2:17][O:16][CH2:15][CH2:14]2)=[CH:10][C:9]([Cl:21])=[CH:8][C:3]=1[C:4]([OH:6])=[O:5], predict the reactants needed to synthesize it. The reactants are: [Br:1][C:2]1[C:11]([N:12]([CH2:19][CH3:20])[CH:13]2[CH2:18][CH2:17][O:16][CH2:15][CH2:14]2)=[CH:10][C:9]([Cl:21])=[CH:8][C:3]=1[C:4]([O:6]C)=[O:5].[OH-].[Na+].Cl. (4) Given the product [F:28][C:25]1[CH:24]=[CH:23][C:22]([CH2:21][C@@H:17]([N:15]([CH3:16])[C:13]([C@H:38]([N:36]([CH3:37])[C:34](=[O:35])/[CH:64]=[C:63](\[CH3:68])/[CH2:62][C:61]([NH2:60])([CH3:70])[CH3:69])[CH2:42][C:43]2[CH:52]=[CH:51][C:50]3[C:45](=[CH:46][CH:47]=[CH:48][CH:49]=3)[CH:44]=2)=[O:14])[C:18]([N:5]2[CH2:6][CH2:7][CH:2]([OH:1])[CH2:3][CH2:4]2)=[O:20])=[CH:27][CH:26]=1, predict the reactants needed to synthesize it. The reactants are: [OH:1][CH:2]1[CH2:7][CH2:6][NH:5][CH2:4][CH2:3]1.C(O[C:13]([N:15]([C@H:17]([CH2:21][C:22]1[CH:27]=[CH:26][C:25]([F:28])=[CH:24][CH:23]=1)[C:18]([OH:20])=O)[CH3:16])=[O:14])(C)(C)C.C(O[C:34]([N:36]([C@H:38]([CH2:42][C:43]1[CH:52]=[CH:51][C:50]2[C:45](=[CH:46][CH:47]=[CH:48][CH:49]=2)[CH:44]=1)C(O)=O)[CH3:37])=[O:35])(C)(C)C.C(OC([NH:60][C:61]([CH3:70])([CH3:69])[CH2:62]/[C:63](/[CH3:68])=[CH:64]/C(O)=O)=O)(C)(C)C. (5) Given the product [CH3:27][O:26][C:23]1[CH:24]=[C:25]2[C:20](=[CH:21][C:22]=1[O:28][CH2:35][CH:37]1[CH2:38][O:39]1)[N:19]=[CH:18][CH:17]=[C:16]2[O:15][C:4]1[C:5]([C:9]2[CH:10]=[N:11][CH:12]=[CH:13][CH:14]=2)=[N:6][C:7]([CH3:8])=[C:2]([CH3:1])[CH:3]=1, predict the reactants needed to synthesize it. The reactants are: [CH3:1][C:2]1[CH:3]=[C:4]([O:15][C:16]2[C:25]3[C:20](=[CH:21][C:22]([OH:28])=[C:23]([O:26][CH3:27])[CH:24]=3)[N:19]=[CH:18][CH:17]=2)[C:5]([C:9]2[CH:10]=[N:11][CH:12]=[CH:13][CH:14]=2)=[N:6][C:7]=1[CH3:8].C(=O)([O-])[O-].[K+].[K+].[CH2:35]([CH:37]1[O:39][CH2:38]1)Br.O. (6) The reactants are: [Br:1]Br.[Br:3][C:4]1[CH:5]=[C:6]([CH3:11])[C:7]([Br:10])=[CH:8][CH:9]=1. Given the product [Br:3][C:4]1[CH:5]=[C:6]([C:7]([Br:10])=[CH:8][CH:9]=1)[CH2:11][Br:1], predict the reactants needed to synthesize it. (7) Given the product [CH3:28][C:13]1([CH:12]=[O:11])[CH2:17][CH:16]2[CH:18]([CH3:27])[C:19]([N+:24]([O-:26])=[O:25])=[C:20]([CH3:23])[C:21]([CH3:22])=[C:15]2[O:14]1, predict the reactants needed to synthesize it. The reactants are: C(Cl)(=O)C(Cl)=O.CS(C)=O.[OH:11][CH2:12][C:13]1([CH3:28])[CH2:17][CH:16]2[CH:18]([CH3:27])[C:19]([N+:24]([O-:26])=[O:25])=[C:20]([CH3:23])[C:21]([CH3:22])=[C:15]2[O:14]1.Cl. (8) Given the product [F:21][C:22]([F:32])([F:33])[C:23]1[CH:24]=[C:25]([NH:29][C:30]([CH:4]2[C:5](=[O:12])[CH:6]3[C:9]([CH3:10])([CH3:11])[C@@:2]([CH3:1])([CH2:8][CH2:7]3)[C:3]2=[O:13])=[O:31])[CH:26]=[CH:27][CH:28]=1, predict the reactants needed to synthesize it. The reactants are: [CH3:1][C@:2]12[C:9]([CH3:11])([CH3:10])[CH:6]([CH2:7][CH2:8]1)[C:5](=[O:12])[CH2:4][C:3]2=[O:13].C(N(CC)CC)C.[F:21][C:22]([F:33])([F:32])[C:23]1[CH:24]=[C:25]([N:29]=[C:30]=[O:31])[CH:26]=[CH:27][CH:28]=1.Cl. (9) The reactants are: CC([O-])(C)C.[K+].[C:7]([O:10][CH2:11][C:12]1[CH:17]=[CH:16][C:15]([C:18](=S)[NH:19][CH2:20][Si](C)(C)C)=[CH:14][C:13]=1[Br:26])(=[O:9])[CH3:8].IC.[F:29][C:30]([F:48])([F:47])[C:31]1[CH:36]=[C:35]([C:37]([C:39]([F:42])([F:41])[F:40])=[CH2:38])[CH:34]=[C:33]([C:43]([F:46])([F:45])[F:44])[N:32]=1.[N+](CCCC)(CCCC)(CCCC)CCCC.[F-]. Given the product [C:7]([O:10][CH2:11][C:12]1[CH:17]=[CH:16][C:15]([C:18]2[CH2:38][C:37]([C:35]3[CH:36]=[C:31]([C:30]([F:29])([F:47])[F:48])[N:32]=[C:33]([C:43]([F:46])([F:44])[F:45])[CH:34]=3)([C:39]([F:42])([F:41])[F:40])[CH2:20][N:19]=2)=[CH:14][C:13]=1[Br:26])(=[O:9])[CH3:8], predict the reactants needed to synthesize it. (10) Given the product [Cl:1][C:2]1[CH:3]=[C:4]([CH:7]=[C:8]([Cl:10])[CH:9]=1)[CH:5]=[N:16][CH2:15][CH:14]([O:17][CH2:18][CH3:19])[O:13][CH2:11][CH3:12], predict the reactants needed to synthesize it. The reactants are: [Cl:1][C:2]1[CH:3]=[C:4]([CH:7]=[C:8]([Cl:10])[CH:9]=1)[CH:5]=O.[CH2:11]([O:13][CH:14]([O:17][CH2:18][CH3:19])[CH2:15][NH2:16])[CH3:12].